Dataset: Full USPTO retrosynthesis dataset with 1.9M reactions from patents (1976-2016). Task: Predict the reactants needed to synthesize the given product. (1) Given the product [OH:42][CH2:41][CH:40]([NH:39][C:33](=[O:34])[C:32]1[CH:36]=[CH:37][CH:38]=[C:30]([S:27]([CH2:26][C:16]2[C:17]3[CH2:18][CH2:19][CH2:20][C:21](=[O:25])[C:22]=3[CH:23]=[CH:24][C:15]=2[O:14][C@@H:7]([C:8]2[CH:9]=[CH:10][CH:11]=[CH:12][CH:13]=2)[CH2:6][N:1]2[CH:5]=[CH:4][N:3]=[CH:2]2)(=[O:29])=[O:28])[CH:31]=1)[CH2:43][OH:44], predict the reactants needed to synthesize it. The reactants are: [N:1]1([CH2:6][C@@H:7]([O:14][C:15]2[CH:24]=[CH:23][C:22]3[C:21](=[O:25])[CH2:20][CH2:19][CH2:18][C:17]=3[C:16]=2[CH2:26][S:27]([C:30]2[CH:31]=[C:32]([CH:36]=[CH:37][CH:38]=2)[C:33](O)=[O:34])(=[O:29])=[O:28])[C:8]2[CH:13]=[CH:12][CH:11]=[CH:10][CH:9]=2)[CH:5]=[CH:4][N:3]=[CH:2]1.[NH2:39][CH:40]([CH2:43][OH:44])[CH2:41][OH:42]. (2) The reactants are: [N+:1]([C:4]1[CH:5]=[C:6]([OH:10])[CH:7]=[CH:8][CH:9]=1)([O-:3])=[O:2].C=O.Cl.C[CH2:15][O:16][C:17](C)=O. Given the product [N+:1]([C:4]1[C:5]2[CH2:17][O:16][CH2:15][O:10][C:6]=2[CH:7]=[CH:8][CH:9]=1)([O-:3])=[O:2], predict the reactants needed to synthesize it. (3) Given the product [CH3:1][C:2]1[C:6]2[CH:7]=[CH:8][CH:9]=[CH:10][C:5]=2[O:4][C:3]=1[CH:11]([C:34]1[CH:39]=[CH:38][CH:37]=[CH:36][CH:35]=1)[NH:12][S:13]([C:16]1[CH:26]=[CH:25][C:19]2[O:20][CH2:21][CH2:22][CH2:23][O:24][C:18]=2[CH:17]=1)(=[O:14])=[O:15], predict the reactants needed to synthesize it. The reactants are: [CH3:1][C:2]1[C:6]2[CH:7]=[CH:8][CH:9]=[CH:10][C:5]=2[O:4][C:3]=1[CH:11]=[N:12][S:13]([C:16]1[CH:26]=[CH:25][C:19]2[O:20][CH2:21][CH2:22][CH2:23][O:24][C:18]=2[CH:17]=1)(=[O:15])=[O:14].O1CCCC1.Br[Mg][C:34]1[CH:39]=[CH:38][CH:37]=[CH:36][CH:35]=1. (4) The reactants are: Cl.[CH2:2]([O:4][C:5]([C@H:7]1[CH2:10][C@@H:9]([NH2:11])[CH2:8]1)=[O:6])[CH3:3].[CH2:12]([C:16]1[CH:21]=[CH:20][C:19]([C:22]2[N:26]=[C:25]([C:27]3[CH:34]=[CH:33][C:30]([CH:31]=O)=[CH:29][CH:28]=3)[O:24][N:23]=2)=[CH:18][CH:17]=1)[CH:13]([CH3:15])[CH3:14].C(O)(=O)C.C(O[BH-](OC(=O)C)OC(=O)C)(=O)C.[Na+]. Given the product [CH2:12]([C:16]1[CH:17]=[CH:18][C:19]([C:22]2[N:26]=[C:25]([C:27]3[CH:28]=[CH:29][C:30]([CH2:31][NH:11][C@@H:9]4[CH2:10][C@H:7]([C:5]([O:4][CH2:2][CH3:3])=[O:6])[CH2:8]4)=[CH:33][CH:34]=3)[O:24][N:23]=2)=[CH:20][CH:21]=1)[CH:13]([CH3:15])[CH3:14], predict the reactants needed to synthesize it. (5) Given the product [C:20]([O:23][C:24](=[O:25])[NH:26][N:6]1[CH2:7][CH2:8][N:3]([CH3:2])[C:4](=[O:9])[CH2:5]1)([CH3:22])([CH3:21])[CH3:19], predict the reactants needed to synthesize it. The reactants are: Cl.[CH3:2][N:3]1[CH2:8][CH2:7][NH:6][CH2:5][C:4]1=[O:9].C(N(CC)C(C)C)(C)C.[CH3:19][C:20]([O:23][C:24]([N:26]1C(C2C=CC(C#N)=CC=2)O1)=[O:25])([CH3:22])[CH3:21]. (6) Given the product [CH2:6]([N:41]([CH2:40][C:5]1[CH:10]=[CH:9][C:8]([NH:11][C:12](=[O:27])[C:13]2[CH:18]=[CH:17][C:16]([CH2:19][N:20]([CH2:21][C:22]3[NH:23][CH:24]=[CH:25][N:26]=3)[CH2:38][C:33]3[C:32]([CH3:31])=[CH:37][CH:36]=[CH:35][N:34]=3)=[CH:15][CH:14]=2)=[CH:7][CH:6]=1)[CH2:7][CH2:8][CH3:9])[CH2:5][CH3:10], predict the reactants needed to synthesize it. The reactants are: C(N(CCC)[C:5]1[CH:10]=[CH:9][C:8]([NH:11][C:12](=[O:27])[C:13]2[CH:18]=[CH:17][C:16]([CH2:19][NH:20][CH2:21][C:22]3[NH:23][CH:24]=[CH:25][N:26]=3)=[CH:15][CH:14]=2)=[CH:7][CH:6]=1)CC.[CH3:31][C:32]1[C:33]([CH:38]=O)=[N:34][CH:35]=[CH:36][CH:37]=1.[C:40]([BH3-])#[N:41].[Na+].[OH-].[Na+]. (7) Given the product [C:1]([O:5][C:6](=[O:40])[CH2:7][CH2:8][C@H:9]([NH2:29])[CH2:10][O:11][Si:12]([C:25]([CH3:28])([CH3:27])[CH3:26])([C:19]1[CH:20]=[CH:21][CH:22]=[CH:23][CH:24]=1)[C:13]1[CH:14]=[CH:15][CH:16]=[CH:17][CH:18]=1)([CH3:4])([CH3:2])[CH3:3], predict the reactants needed to synthesize it. The reactants are: [C:1]([O:5][C:6](=[O:40])[CH2:7][CH2:8][C@H:9]([NH:29]C(OCC1C=CC=CC=1)=O)[CH2:10][O:11][Si:12]([C:25]([CH3:28])([CH3:27])[CH3:26])([C:19]1[CH:24]=[CH:23][CH:22]=[CH:21][CH:20]=1)[C:13]1[CH:18]=[CH:17][CH:16]=[CH:15][CH:14]=1)([CH3:4])([CH3:3])[CH3:2].